Dataset: Forward reaction prediction with 1.9M reactions from USPTO patents (1976-2016). Task: Predict the product of the given reaction. (1) Given the reactants [Br:1][C:2]1[CH:3]=[CH:4][C:5]([C:8]([OH:10])=O)=[N:6][CH:7]=1.CN(C(ON1N=NC2C=CC=NC1=2)=[N+](C)C)C.F[P-](F)(F)(F)(F)F.C(N(CC)CC)C.[CH:42]([O:45][C@H:46]1[C:60]2[C:55](=[CH:56][CH:57]=[CH:58][CH:59]=2)[O:54][C:48]2([CH2:53][CH2:52][NH:51][CH2:50][CH2:49]2)[CH2:47]1)([CH3:44])[CH3:43], predict the reaction product. The product is: [Br:1][C:2]1[CH:3]=[CH:4][C:5]([C:8]([N:51]2[CH2:52][CH2:53][C:48]3([CH2:47][C@@H:46]([O:45][CH:42]([CH3:44])[CH3:43])[C:60]4[C:55](=[CH:56][CH:57]=[CH:58][CH:59]=4)[O:54]3)[CH2:49][CH2:50]2)=[O:10])=[N:6][CH:7]=1. (2) Given the reactants ClCCCl.[N:5]([C:8]1[C:17]([C:18]2[CH:23]=[CH:22][C:21]([O:24][CH3:25])=[C:20]([Cl:26])[CH:19]=2)=[N:16][C:15]([Br:27])=[CH:14][C:9]=1[C:10]([O:12][CH3:13])=[O:11])=[N+]=[N-], predict the reaction product. The product is: [Br:27][C:15]1[CH:14]=[C:9]([C:10]([O:12][CH3:13])=[O:11])[C:8]2[NH:5][C:23]3[CH:22]=[C:21]([O:24][CH3:25])[C:20]([Cl:26])=[CH:19][C:18]=3[C:17]=2[N:16]=1. (3) The product is: [C:26]([NH:30][CH2:31][CH2:32][CH2:33][NH:34][C:6]1[C:5]2[C:10](=[CH:11][C:2]([Cl:1])=[CH:3][CH:4]=2)[N:9]=[CH:8][C:7]=1[C:12]1[CH:17]=[CH:16][C:15]([O:18][C:19]([F:22])([F:20])[F:21])=[CH:14][CH:13]=1)([CH3:29])([CH3:28])[CH3:27]. Given the reactants [Cl:1][C:2]1[CH:11]=[C:10]2[C:5]([C:6](OCC)=[C:7]([C:12]3[CH:17]=[CH:16][C:15]([O:18][C:19]([F:22])([F:21])[F:20])=[CH:14][CH:13]=3)[CH:8]=[N:9]2)=[CH:4][CH:3]=1.[C:26]([NH:30][CH2:31][CH2:32][CH2:33][NH2:34])([CH3:29])([CH3:28])[CH3:27].C1(O)C=CC=CC=1, predict the reaction product. (4) Given the reactants O[Li].O.C[O:5][C:6](=[O:36])[CH2:7][C@@H:8]([OH:35])[C:9]([N:11]1[CH2:16][CH2:15][N:14]([C:17]2[C:26]3[C:21](=[CH:22][C:23]([CH3:27])=[CH:24][CH:25]=3)[N:20]=[C:19]([C:28]3[CH:33]=[CH:32][CH:31]=[CH:30][C:29]=3[OH:34])[N:18]=2)[CH2:13][CH2:12]1)=[O:10].Cl, predict the reaction product. The product is: [OH:35][C@@H:8]([C:9]([N:11]1[CH2:12][CH2:13][N:14]([C:17]2[C:26]3[C:21](=[CH:22][C:23]([CH3:27])=[CH:24][CH:25]=3)[N:20]=[C:19]([C:28]3[CH:33]=[CH:32][CH:31]=[CH:30][C:29]=3[OH:34])[N:18]=2)[CH2:15][CH2:16]1)=[O:10])[CH2:7][C:6]([OH:36])=[O:5]. (5) Given the reactants [CH3:1][C@H:2]1[CH2:7][NH:6][C@H:5]([CH3:8])[CH2:4][NH:3]1.Cl[C:10]1[CH:17]=[CH:16][C:13]([C:14]#[N:15])=[CH:12][N:11]=1.C(N(CC)CC)C, predict the reaction product. The product is: [CH3:1][C@@H:2]1[CH2:7][NH:6][C@@H:5]([CH3:8])[CH2:4][N:3]1[C:10]1[CH:17]=[CH:16][C:13]([C:14]#[N:15])=[CH:12][N:11]=1.